The task is: Predict the reaction yield, written as a fraction of the theoretical maximum amount of product (1.0 means a 100% yield; for example, 0.34 means a 34% yield).. This data is from Reaction yield outcomes from USPTO patents with 853,638 reactions. The reactants are [CH3:1][CH2:2][CH2:3][CH2:4][CH2:5][CH3:6].C[CH:8]([OH:10])[CH3:9]. The catalyst is C(Cl)(Cl)Cl. The product is [C:3]1([C@H:9]2[CH2:8][O:10]2)[CH:2]=[CH:1][CH:6]=[CH:5][CH:4]=1. The yield is 0.690.